Dataset: Experimentally validated miRNA-target interactions with 360,000+ pairs, plus equal number of negative samples. Task: Binary Classification. Given a miRNA mature sequence and a target amino acid sequence, predict their likelihood of interaction. (1) Result: 0 (no interaction). The protein sequence of the target gene is MPVMPIPRRVRSFHGPHTTCLHAACGPVRASHLARTKYNNFDVYIKTRWLYGFIRFLLYFSCSLFTAALWGALAALFCLQYLGVRVLLRFQRKLSVLLLLLGRRRVDFRLVNELLVYGIHVTMLLVGGLGWCFMVFVDM. The miRNA is hsa-miR-3189-5p with sequence UGCCCCAUCUGUGCCCUGGGUAGGA. (2) The miRNA is hsa-miR-4316 with sequence GGUGAGGCUAGCUGGUG. The protein sequence of the target gene is MASGLVRLLQQGHRCLLAPVAPKLVPPVRGVKKGFRAAFRFQKELERQRLLRCPPPPVRRSEKPNWDYHAEIQAFGHRLQENFSLDLLKTAFVNSCYIKSEEAKRQQLGIEKEAVLLNLKSNQELSEQGTSFSQTCLTQFLEDEYPDMPTEGIKNLVDFLTGEEVVCHVARNLAVEQLTLSEEFPVPPAVLQQTFFAVIGALLQSSGPERTALFIRDFLITQMTGKELFEMWKIINPMGLLVEELKKRNVSAPESRLTRQSGGTTALPLYFVGLYCDKKLIAEGPGETVLVAEEEAARVA.... Result: 1 (interaction). (3) The miRNA is hsa-miR-219a-1-3p with sequence AGAGUUGAGUCUGGACGUCCCG. The protein sequence of the target gene is MPHRSLRATVVLLLVILKKQPSSSAPLNGSKWTYVGPAGEKNWSKKYPSCGGLLQSPIDLHSDILQYDASLAPLQFQGYNVSVEKLLNLTNDGHSVRLNLNSDMYIQGLQPHHYRAEQLHLHWGNRNDPHGSEHTVSGKHFAAELHIVHYNSDLYPDFSTASDKSEGLAVLAVLIEIGSANPSYDKIFSHLQHVKYKGQQVLIPGFNIEELLPESPGEYYRYEGSLTTPPCYPTVLWTVFRNPVQISQEQLLALETALYFTHMDDPTPREMINNFRQVQKFDERLVYISFRQGLLTDTGL.... Result: 0 (no interaction). (4) The miRNA is hsa-miR-8071 with sequence CGGUGGACUGGAGUGGGUGG. The protein sequence of the target gene is MAEFTSYKETASSRHLRFKLQSLSRRLDELEEATKNLQKAEDELLDLQDKVIQAEGSNSSMLAEIEVLRQRVLRIEGKDEEIKRAEDLCRLMKEKLEEEENLTRELKSEIERLQKRMAELEKLEEAFSRSKNDCTQLCLSLNEERNLTKKISSELEMLRVKVKELESSEDRLDKTEQSLASELEKLKSLTLSFVSERKYLNEKEKENEKLIKELTQKLEQNKKMNRDYTRNASNLERNDLRIEDGISSTLPSKESRRKGGLDYLKQVENETRNKSENEKNRNQEDNKVKDLNQEIEKLKT.... Result: 1 (interaction). (5) The miRNA is hsa-miR-345-3p with sequence GCCCUGAACGAGGGGUCUGGAG. The protein sequence of the target gene is MLPVDGEERKSEGSDTEGDRTSPCAVSSATLKDLEVGGSGRRCSDPAGQPSNLLPQRGLGAPLPAETAHTQPSPNDRSLYLSPKSSSASSSLHARQSPCQEQAAVLNSRSIKISRLNDTIKSLKQQKKQVEHQLEEEKKANNEKQKAERELEGQIQRLNTEKKKLNTDLYHMKHSLRYFEEESKDLAGRLQRSSQRIGELEWSLCAVAATQKKKPDGFSSRSKALLKRQLEQSIREQILLKGHVTQLKESLKEVQLERDQYAEQIKGERAQWQQRMRKMSQEVCTLKEEKKHDTHRVEEL.... Result: 1 (interaction). (6) The miRNA is mmu-miR-124-3p with sequence UAAGGCACGCGGUGAAUGCC. Result: 1 (interaction). The protein sequence of the target gene is MAGKPVLHYFDGRGRMEPIRWLLAAAGVEFEEKFLKTRDDLARLRSDGSLMFQQVPMVEIDGMKLVQTKAILNYIASKYNLYGKDMKERAIIDMYTEGVADLEIMILYYPHMPPEEKEASLAKIKEQTRNRYFPAFEKVLKSHGQDYLVGNRLSRADIALVELLYHVEELDPGVVDNFPLLKALRSRVSNLPTVKKFLQPGSQRKPFDDAKCVESAKKIFS.